From a dataset of Reaction yield outcomes from USPTO patents with 853,638 reactions. Predict the reaction yield, written as a fraction of the theoretical maximum amount of product (1.0 means a 100% yield; for example, 0.34 means a 34% yield). (1) The reactants are [CH3:1][CH:2]1[O:7][CH:6]([CH3:8])[CH2:5][NH:4][CH2:3]1.C(N(CC)CC)C.[CH2:16](Br)[C:17]1[CH:22]=[CH:21][CH:20]=[CH:19][CH:18]=1.C(=O)([O-])O.[Na+]. The catalyst is O1CCCC1. The product is [CH2:16]([N:4]1[CH2:5][CH:6]([CH3:8])[O:7][CH:2]([CH3:1])[CH2:3]1)[C:17]1[CH:22]=[CH:21][CH:20]=[CH:19][CH:18]=1. The yield is 0.240. (2) The reactants are [CH3:1][C:2]1[S:6][C:5]([C:7]#[N:8])=[N:4][N:3]=1.C[O-].[Na+].[Cl-:12].[NH4+:13]. No catalyst specified. The product is [ClH:12].[CH3:1][C:2]1[S:6][C:5]([C:7](=[NH:13])[NH2:8])=[N:4][N:3]=1. The yield is 0.700. (3) The reactants are [Cl:1][C:2]1[CH:7]=[CH:6][C:5]([NH:8][C:9]([CH:11]2[CH2:16][C:15]([F:18])([F:17])[CH2:14][NH:13][CH2:12]2)=[O:10])=[CH:4][CH:3]=1.[O:19]1[CH:23]=[CH:22][CH:21]=[C:20]1[C:24]1[CH:25]=[N:26][CH:27]=[C:28]([CH:32]=1)[C:29](O)=[O:30].C(N(CC)C(C)C)(C)C.Cl.C(N=C=NCCCN(C)C)C. The catalyst is O1CCCC1.CN(C)C1C=CN=CC=1.ClCCl. The product is [Cl:1][C:2]1[CH:3]=[CH:4][C:5]([NH:8][C:9]([CH:11]2[CH2:16][C:15]([F:18])([F:17])[CH2:14][N:13]([C:29]([C:28]3[CH:27]=[N:26][CH:25]=[C:24]([C:20]4[O:19][CH:23]=[CH:22][CH:21]=4)[CH:32]=3)=[O:30])[CH2:12]2)=[O:10])=[CH:6][CH:7]=1. The yield is 0.840. (4) The reactants are [C:1]([C:3]1([C:7]2[CH:8]=[C:9]([CH:13]=[CH:14][CH:15]=2)[C:10]([OH:12])=O)[CH2:6][CH2:5][CH2:4]1)#[N:2].C(Cl)(=O)C(Cl)=O.O1CCCC1.[NH2:27][C:28]1[CH:29]=[CH:30][C:31]([O:50][CH3:51])=[C:32]([CH:49]=1)[O:33][C:34]1[CH:35]=[CH:36][C:37]2[N:38]([CH:40]=[C:41]([NH:43][C:44]([CH:46]3[CH2:48][CH2:47]3)=[O:45])[N:42]=2)[N:39]=1. The catalyst is CN(C)C=O.CN1CCCC1=O. The product is [C:1]([C:3]1([C:7]2[CH:8]=[C:9]([CH:13]=[CH:14][CH:15]=2)[C:10]([NH:27][C:28]2[CH:29]=[CH:30][C:31]([O:50][CH3:51])=[C:32]([O:33][C:34]3[CH:35]=[CH:36][C:37]4[N:38]([CH:40]=[C:41]([NH:43][C:44]([CH:46]5[CH2:48][CH2:47]5)=[O:45])[N:42]=4)[N:39]=3)[CH:49]=2)=[O:12])[CH2:4][CH2:5][CH2:6]1)#[N:2]. The yield is 0.740. (5) The reactants are Cl[C:2]1[N:3]=[C:4]([N:23]2[CH2:28][CH2:27][O:26][CH2:25][CH2:24]2)[C:5]2[N:11]=[C:10]([CH2:12][N:13]3[CH2:18][CH2:17][CH:16]([C:19]([OH:22])([CH3:21])[CH3:20])[CH2:15][CH2:14]3)[CH:9]=[CH:8][C:6]=2[N:7]=1.[F:29][C:30]([F:42])([F:41])[CH2:31][C:32]1[NH:36][C:35]2[CH:37]=[CH:38][CH:39]=[CH:40][C:34]=2[N:33]=1.CC(C1C=C(C(C)C)C(C2C=CC=CC=2P(C2CCCCC2)C2CCCCC2)=C(C(C)C)C=1)C.P([O-])([O-])([O-])=O.[K+].[K+].[K+].O1CCOCC1. The catalyst is O.C1C=CC(/C=C/C(/C=C/C2C=CC=CC=2)=O)=CC=1.C1C=CC(/C=C/C(/C=C/C2C=CC=CC=2)=O)=CC=1.C1C=CC(/C=C/C(/C=C/C2C=CC=CC=2)=O)=CC=1.[Pd].[Pd]. The product is [O:26]1[CH2:27][CH2:28][N:23]([C:4]2[C:5]3[N:11]=[C:10]([CH2:12][N:13]4[CH2:18][CH2:17][CH:16]([C:19]([OH:22])([CH3:21])[CH3:20])[CH2:15][CH2:14]4)[CH:9]=[CH:8][C:6]=3[N:7]=[C:2]([N:33]3[C:34]4[CH:40]=[CH:39][CH:38]=[CH:37][C:35]=4[N:36]=[C:32]3[CH2:31][C:30]([F:29])([F:42])[F:41])[N:3]=2)[CH2:24][CH2:25]1. The yield is 0.530. (6) The reactants are [CH2:1]([N:8]1[CH2:13][CH2:12][C:11]([C:15]2[CH:20]=[C:19]([F:21])[CH:18]=[CH:17][C:16]=2[O:22][CH3:23])(O)[CH2:10][CH2:9]1)[C:2]1[CH:7]=[CH:6][CH:5]=[CH:4][CH:3]=1.[OH-].[Na+]. The catalyst is C(O)(=O)C.S(=O)(=O)(O)O.CCOC(C)=O.O. The product is [CH2:1]([N:8]1[CH2:13][CH2:12][C:11]([C:15]2[CH:20]=[C:19]([F:21])[CH:18]=[CH:17][C:16]=2[O:22][CH3:23])=[CH:10][CH2:9]1)[C:2]1[CH:7]=[CH:6][CH:5]=[CH:4][CH:3]=1. The yield is 0.650. (7) The reactants are C1(OC)C=CC=CC=1.FC(F)(F)C(O)=O.C(OC([NH:23][C:24]1[CH:29]=[CH:28][C:27]([C:30]2[CH:35]=[CH:34][C:33]([NH:36][C:37]([C:39]3[CH:44]=[C:43]([N+:45]([O-:47])=[O:46])[CH:42]=[CH:41][C:40]=3[Cl:48])=[O:38])=[CH:32][CH:31]=2)=[CH:26][CH:25]=1)=O)(C)(C)C. The catalyst is C(Cl)Cl. The product is [NH2:23][C:24]1[CH:25]=[CH:26][C:27]([C:30]2[CH:31]=[CH:32][C:33]([NH:36][C:37]([C:39]3[CH:44]=[C:43]([N+:45]([O-:47])=[O:46])[CH:42]=[CH:41][C:40]=3[Cl:48])=[O:38])=[CH:34][CH:35]=2)=[CH:28][CH:29]=1. The yield is 0.980. (8) The reactants are [CH2:1]([NH2:8])[C:2]1[CH:7]=[CH:6][CH:5]=[CH:4][CH:3]=1.[C@@H:9]12[CH2:16][C:15](=[O:17])[CH2:14][C@@H:13]1[CH2:12][C:11](=O)[CH2:10]2. No catalyst specified. The product is [CH2:1]([NH:8][CH:11]1[CH2:10][CH:9]2[CH:13]([CH2:14][C:15](=[O:17])[CH2:16]2)[CH2:12]1)[C:2]1[CH:7]=[CH:6][CH:5]=[CH:4][CH:3]=1. The yield is 0.950. (9) The reactants are [H-].[Na+].[Br:3][C:4]1[N:5]=[C:6]([C:11]#[C:12][CH3:13])[C:7]([NH2:10])=[N:8][CH:9]=1.[C:14]1([CH3:24])[CH:19]=[CH:18][C:17]([S:20](Cl)(=[O:22])=[O:21])=[CH:16][CH:15]=1.Cl. The catalyst is CN1C(=O)CCC1. The product is [Br:3][C:4]1[N:5]=[C:6]2[CH:11]=[C:12]([CH3:13])[N:10]([S:20]([C:17]3[CH:18]=[CH:19][C:14]([CH3:24])=[CH:15][CH:16]=3)(=[O:22])=[O:21])[C:7]2=[N:8][CH:9]=1. The yield is 0.740.